From a dataset of Forward reaction prediction with 1.9M reactions from USPTO patents (1976-2016). Predict the product of the given reaction. Given the reactants [Br:1][C:2]1[CH:10]=[CH:9][C:5]([C:6]([OH:8])=O)=[CH:4][C:3]=1[O:11][CH3:12].S(Cl)(Cl)=O.[CH:17]1[CH:22]=[CH:21][CH:20]=[CH:19][CH:18]=1.[Cl-].[Cl-].[Cl-].[Al+3].Cl, predict the reaction product. The product is: [Br:1][C:2]1[CH:10]=[CH:9][C:5]([C:6]([C:17]2[CH:22]=[CH:21][CH:20]=[CH:19][CH:18]=2)=[O:8])=[CH:4][C:3]=1[O:11][CH3:12].